This data is from Reaction yield outcomes from USPTO patents with 853,638 reactions. The task is: Predict the reaction yield, written as a fraction of the theoretical maximum amount of product (1.0 means a 100% yield; for example, 0.34 means a 34% yield). (1) The reactants are [CH3:1][NH:2][C:3]1[CH:12]=[CH:11][C:6]2[N:7]=[C:8]([CH3:10])[O:9][C:5]=2[CH:4]=1.CCN=C=NCCCN(C)C.Cl.[Br:25][CH2:26][C:27]([OH:29])=O. The catalyst is C(Cl)Cl.CN(C1C=CN=CC=1)C.O. The product is [Br:25][CH2:26][C:27]([N:2]([CH3:1])[C:3]1[CH:12]=[CH:11][C:6]2[N:7]=[C:8]([CH3:10])[O:9][C:5]=2[CH:4]=1)=[O:29]. The yield is 0.610. (2) The reactants are N1CCCCC1.C1C2C(COC([NH:24][C@@H:25]([CH2:29][CH2:30][CH2:31][CH2:32][N:33]([CH2:41][C:42]3[N:43]([CH3:47])[CH:44]=[CH:45][N:46]=3)[CH2:34][C:35]3[N:36]([CH3:40])[CH:37]=[CH:38][N:39]=3)[C:26]([OH:28])=[O:27])=O)C3C(=CC=CC=3)C=2C=CC=1. The catalyst is CN(C=O)C. The product is [NH2:24][C@@H:25]([CH2:29][CH2:30][CH2:31][CH2:32][N:33]([CH2:41][C:42]1[N:43]([CH3:47])[CH:44]=[CH:45][N:46]=1)[CH2:34][C:35]1[N:36]([CH3:40])[CH:37]=[CH:38][N:39]=1)[C:26]([OH:28])=[O:27]. The yield is 0.990.